Dataset: NCI-60 drug combinations with 297,098 pairs across 59 cell lines. Task: Regression. Given two drug SMILES strings and cell line genomic features, predict the synergy score measuring deviation from expected non-interaction effect. (1) Drug 1: CN(C)C1=NC(=NC(=N1)N(C)C)N(C)C. Drug 2: C1=NC2=C(N1)C(=S)N=C(N2)N. Cell line: ACHN. Synergy scores: CSS=53.2, Synergy_ZIP=-2.54, Synergy_Bliss=-3.06, Synergy_Loewe=-41.5, Synergy_HSA=-1.74. (2) Drug 1: CS(=O)(=O)C1=CC(=C(C=C1)C(=O)NC2=CC(=C(C=C2)Cl)C3=CC=CC=N3)Cl. Drug 2: CC1=C2C(C(=O)C3(C(CC4C(C3C(C(C2(C)C)(CC1OC(=O)C(C(C5=CC=CC=C5)NC(=O)C6=CC=CC=C6)O)O)OC(=O)C7=CC=CC=C7)(CO4)OC(=O)C)O)C)OC(=O)C. Cell line: SW-620. Synergy scores: CSS=51.0, Synergy_ZIP=13.0, Synergy_Bliss=12.8, Synergy_Loewe=-31.3, Synergy_HSA=10.6. (3) Drug 1: C1=CC(=CC=C1CC(C(=O)O)N)N(CCCl)CCCl.Cl. Drug 2: CC1C(C(CC(O1)OC2CC(CC3=C2C(=C4C(=C3O)C(=O)C5=C(C4=O)C(=CC=C5)OC)O)(C(=O)CO)O)N)O.Cl. Cell line: HS 578T. Synergy scores: CSS=51.9, Synergy_ZIP=5.78, Synergy_Bliss=6.50, Synergy_Loewe=-8.07, Synergy_HSA=6.75. (4) Drug 1: CNC(=O)C1=NC=CC(=C1)OC2=CC=C(C=C2)NC(=O)NC3=CC(=C(C=C3)Cl)C(F)(F)F. Drug 2: CCC1(CC2CC(C3=C(CCN(C2)C1)C4=CC=CC=C4N3)(C5=C(C=C6C(=C5)C78CCN9C7C(C=CC9)(C(C(C8N6C)(C(=O)OC)O)OC(=O)C)CC)OC)C(=O)OC)O.OS(=O)(=O)O. Cell line: T-47D. Synergy scores: CSS=3.95, Synergy_ZIP=-1.25, Synergy_Bliss=0.292, Synergy_Loewe=1.58, Synergy_HSA=0.773.